This data is from Full USPTO retrosynthesis dataset with 1.9M reactions from patents (1976-2016). The task is: Predict the reactants needed to synthesize the given product. (1) Given the product [CH:12]1([CH2:11][N:10]2[C:5]3[C:6](=[N:7][C:2]([C:20]4[CH:21]=[CH:22][CH:23]=[CH:24][C:19]=4[C:17]#[N:18])=[CH:3][CH:4]=3)[N:8]([CH3:16])[C:9]2=[O:15])[CH2:14][CH2:13]1, predict the reactants needed to synthesize it. The reactants are: Cl[C:2]1[N:7]=[C:6]2[N:8]([CH3:16])[C:9](=[O:15])[N:10]([CH2:11][CH:12]3[CH2:14][CH2:13]3)[C:5]2=[CH:4][CH:3]=1.[C:17]([C:19]1[CH:24]=[CH:23][CH:22]=[CH:21][C:20]=1B1OC(C)(C)C(C)(C)O1)#[N:18].C(=O)([O-])[O-].[Cs+].[Cs+]. (2) Given the product [CH2:17]([O:16][C:11](=[O:15])[C:12](=[N:10][NH:9][C:3]1[CH:4]=[CH:5][CH:6]=[C:7]([CH3:8])[C:2]=1[Br:1])[CH3:14])[CH3:18], predict the reactants needed to synthesize it. The reactants are: [Br:1][C:2]1[C:7]([CH3:8])=[CH:6][CH:5]=[CH:4][C:3]=1[NH:9][NH2:10].[C:11]([O:16][CH2:17][CH3:18])(=[O:15])[C:12]([CH3:14])=O.